Task: Predict the reaction yield, written as a fraction of the theoretical maximum amount of product (1.0 means a 100% yield; for example, 0.34 means a 34% yield).. Dataset: Reaction yield outcomes from USPTO patents with 853,638 reactions The reactants are [I:1][C:2]1[CH:11]=[C:10]2[C:5]([CH:6]=[CH:7][C:8](=O)[NH:9]2)=[N:4][CH:3]=1.O=P(Cl)(Cl)[Cl:15]. No catalyst specified. The product is [Cl:15][C:8]1[CH:7]=[CH:6][C:5]2[C:10](=[CH:11][C:2]([I:1])=[CH:3][N:4]=2)[N:9]=1. The yield is 0.905.